Dataset: Reaction yield outcomes from USPTO patents with 853,638 reactions. Task: Predict the reaction yield, written as a fraction of the theoretical maximum amount of product (1.0 means a 100% yield; for example, 0.34 means a 34% yield). The reactants are [CH3:1][N:2]([CH3:8])[CH2:3][CH2:4][CH2:5][Mg]Cl.Cl[CH2:10][C:11]1[CH:12]=[C:13]([CH:16]=[CH:17][C:18]=1[C:19](=[O:27])[C:20]1[CH:25]=[CH:24][C:23]([F:26])=[CH:22][CH:21]=1)[C:14]#[N:15].O.[NH4+].[Cl-]. The catalyst is C1(C)C=CC=CC=1.C1COCC1. The product is [CH3:1][N:2]([CH3:8])[CH2:3][CH2:4][CH2:5][C:19]1([C:20]2[CH:25]=[CH:24][C:23]([F:26])=[CH:22][CH:21]=2)[C:18]2[C:11](=[CH:12][C:13]([C:14]#[N:15])=[CH:16][CH:17]=2)[CH2:10][O:27]1. The yield is 0.950.